This data is from NCI-60 drug combinations with 297,098 pairs across 59 cell lines. The task is: Regression. Given two drug SMILES strings and cell line genomic features, predict the synergy score measuring deviation from expected non-interaction effect. (1) Drug 1: CC1=CC=C(C=C1)C2=CC(=NN2C3=CC=C(C=C3)S(=O)(=O)N)C(F)(F)F. Drug 2: CS(=O)(=O)CCNCC1=CC=C(O1)C2=CC3=C(C=C2)N=CN=C3NC4=CC(=C(C=C4)OCC5=CC(=CC=C5)F)Cl. Cell line: NCI-H460. Synergy scores: CSS=-2.81, Synergy_ZIP=1.82, Synergy_Bliss=0.711, Synergy_Loewe=-2.01, Synergy_HSA=-2.27. (2) Drug 1: CC12CCC3C(C1CCC2O)C(CC4=C3C=CC(=C4)O)CCCCCCCCCS(=O)CCCC(C(F)(F)F)(F)F. Drug 2: CN(CCCl)CCCl.Cl. Cell line: SK-MEL-5. Synergy scores: CSS=12.5, Synergy_ZIP=-4.83, Synergy_Bliss=0.884, Synergy_Loewe=-10.2, Synergy_HSA=1.01.